From a dataset of Experimentally validated miRNA-target interactions with 360,000+ pairs, plus equal number of negative samples. Binary Classification. Given a miRNA mature sequence and a target amino acid sequence, predict their likelihood of interaction. (1) The miRNA is hsa-miR-548f-5p with sequence UGCAAAAGUAAUCACAGUUUUU. The protein sequence of the target gene is MFQPAAKRGFTIESLVAKDGGTGGGTGGGGAGSHLLAAAASEEPLRPTALNYPHPSAAEAAFVSGFPAAAAAGAGRSLYGGPELVFPEAMNHPALTVHPAHQLGASPLQPPHSFFGAQHRDPLHFYPWVLRNRFFGHRFQASDVPQDGLLLHGPFARKPKRIRTAFSPSQLLRLERAFEKNHYVVGAERKQLAGSLSLSETQVKVWFQNRRTKYKRQKLEEEGPESEQKKKGSHHINRWRIATKQANGEDIDVTSND. Result: 0 (no interaction). (2) The miRNA is cel-miR-82-3p with sequence UGAGAUCAUCGUGAAAGCCAGU. Result: 0 (no interaction). The protein sequence of the target gene is MGHTRRQGTSPSKCPYLNFFQLLVLAGLSHFCSGVIHVTKEVKEVATLSCGHNVSVEELAQTRIYWQKEKKMVLTMMSGDMNIWPEYKNRTIFDITNNLSIVILALRPSDEGTYECVVLKYEKDAFKREHLAEVTLSVKADFPTPSISDFEIPTSNIRRIICSTSGGFPEPHLSWLENGEELNAINTTVSQDPETELYAVSSKLDFNMTTNHSFMCLIKYGHLRVNQTFNWNTTKQEHFPDNLLPSWAITLISVNGIFVICCLTYCFAPRCRERRRNERLRRESVRPV. (3) The miRNA is hsa-miR-6735-5p with sequence CAGGGCAGAGGGCACAGGAAUCUGA. The protein sequence of the target gene is MADEEEDPTFEEENEEIGGGAEGGQGKRKRLFSKELRCMMYGFGDDQNPYTESVDILEDLVIEFITEMTHKAMSIGRQGRVQVEDIVFLIRKDPRKFARVKDLLTMNEELKRARKAFDEANYGS. Result: 0 (no interaction).